From a dataset of Reaction yield outcomes from USPTO patents with 853,638 reactions. Predict the reaction yield, written as a fraction of the theoretical maximum amount of product (1.0 means a 100% yield; for example, 0.34 means a 34% yield). (1) The product is [CH3:23][O:24][C:25]1[CH:32]=[CH:31][C:28]([CH2:29][NH:30][C:2]2[N:7]=[C:6]([NH:30][CH2:29][C:28]3[CH:31]=[CH:32][C:25]([O:20][CH3:17])=[CH:26][CH:27]=3)[N:5]=[C:4]([NH:9][N:10]3[CH2:14][C:13](=[O:15])[NH:12][C:11]3=[O:16])[N:3]=2)=[CH:27][CH:26]=1. The reactants are Cl[C:2]1[N:7]=[C:6](Cl)[N:5]=[C:4]([NH:9][N:10]2[CH2:14][C:13](=[O:15])[NH:12][C:11]2=[O:16])[N:3]=1.[C:17](=[O:20])([O-])[O-].[K+].[K+].[CH3:23][O:24][C:25]1[CH:32]=[CH:31][C:28]([CH2:29][NH2:30])=[CH:27][CH:26]=1. The yield is 0.430. The catalyst is C(#N)C. (2) The product is [N:1]1([CH2:7][CH2:8][O:9][C:10]2[CH:11]=[CH:12][C:13]([NH:16][CH:18]=[C:19]3[C:27]4[C:22](=[CH:23][CH:24]=[CH:25][CH:26]=4)[NH:21][C:20]3=[O:28])=[CH:14][CH:15]=2)[CH2:2][CH2:3][CH2:4][CH2:5][CH2:6]1. The reactants are [N:1]1([CH2:7][CH2:8][O:9][C:10]2[CH:15]=[CH:14][C:13]([NH2:16])=[CH:12][CH:11]=2)[CH2:6][CH2:5][CH2:4][CH2:3][CH2:2]1.O[CH:18]=[C:19]1[C:27]2[C:22](=[CH:23][CH:24]=[CH:25][CH:26]=2)[NH:21][C:20]1=[O:28]. The yield is 0.800. No catalyst specified. (3) The product is [Cl:68][C:59]1[CH:60]=[CH:61][C:62]([C:64]([F:67])([F:65])[F:66])=[CH:63][C:58]=1[C:57]([N:54]1[CH2:53][CH2:52][N:51]([C:49](=[O:50])[CH2:48][NH:47][C:21](=[O:23])[C:20]2[CH:19]=[CH:18][C:17]([NH:16][C:10]3[CH:11]=[CH:12][CH:13]=[CH:14][CH:15]=3)=[CH:25][CH:24]=2)[CH2:56][CH2:55]1)=[O:69]. The reactants are CCN(C(C)C)C(C)C.[C:10]1([NH:16][C:17]2[CH:25]=[CH:24][C:20]([C:21]([OH:23])=O)=[CH:19][CH:18]=2)[CH:15]=[CH:14][CH:13]=[CH:12][CH:11]=1.CCN=C=NCCCN(C)C.C1C=CC2N(O)N=NC=2C=1.[NH2:47][CH2:48][C:49]([N:51]1[CH2:56][CH2:55][N:54]([C:57](=[O:69])[C:58]2[CH:63]=[C:62]([C:64]([F:67])([F:66])[F:65])[CH:61]=[CH:60][C:59]=2[Cl:68])[CH2:53][CH2:52]1)=[O:50].Cl. The catalyst is CN(C=O)C.O. The yield is 0.520.